From a dataset of Reaction yield outcomes from USPTO patents with 853,638 reactions. Predict the reaction yield, written as a fraction of the theoretical maximum amount of product (1.0 means a 100% yield; for example, 0.34 means a 34% yield). (1) The reactants are [Br:1][C:2]1[CH:7]=[CH:6][C:5]([C:8]2[CH:13]=[CH:12][C:11]([CH2:14][OH:15])=[CH:10][CH:9]=2)=[CH:4][CH:3]=1.[CH3:16]I.[H-].[Na+].[Cl-].[NH4+]. The catalyst is O1CCCC1. The product is [CH3:16][O:15][CH2:14][C:11]1[CH:12]=[CH:13][C:8]([C:5]2[CH:4]=[CH:3][C:2]([Br:1])=[CH:7][CH:6]=2)=[CH:9][CH:10]=1. The yield is 0.950. (2) The reactants are [N:1]1([C:6]2[CH:11]3[CH2:12][CH2:13][N:8]([CH2:9][CH2:10]3)[CH:7]=2)[CH:5]=[CH:4][N:3]=[CH:2]1.C([O-])=O.[NH4+]. The catalyst is CCO.[Pd]. The product is [N:1]1([CH:6]2[CH:11]3[CH2:10][CH2:9][N:8]([CH2:13][CH2:12]3)[CH2:7]2)[CH:5]=[CH:4][N:3]=[CH:2]1. The yield is 0.520.